Dataset: TCR-epitope binding with 47,182 pairs between 192 epitopes and 23,139 TCRs. Task: Binary Classification. Given a T-cell receptor sequence (or CDR3 region) and an epitope sequence, predict whether binding occurs between them. (1) The epitope is LLDFVRFMGV. The TCR CDR3 sequence is CASSIALASEQFF. Result: 1 (the TCR binds to the epitope). (2) The epitope is HTDFSSEIIGY. The TCR CDR3 sequence is CSVEPSGRYEQYF. Result: 0 (the TCR does not bind to the epitope).